From a dataset of Full USPTO retrosynthesis dataset with 1.9M reactions from patents (1976-2016). Predict the reactants needed to synthesize the given product. (1) The reactants are: [Br:1][C:2]1[CH:30]=[CH:29][C:5]([CH2:6][C@@:7]23[CH2:14][C@H:13]([O:15]C(=O)C)[CH2:12][N:11]2[C:10](=[O:19])[N:9]([C:20]2[CH:25]=[C:24]([Cl:26])[CH:23]=[C:22]([Cl:27])[CH:21]=2)[C:8]3=[O:28])=[CH:4][CH:3]=1.O. Given the product [Br:1][C:2]1[CH:3]=[CH:4][C:5]([CH2:6][C@@:7]23[CH2:14][C@H:13]([OH:15])[CH2:12][N:11]2[C:10](=[O:19])[N:9]([C:20]2[CH:21]=[C:22]([Cl:27])[CH:23]=[C:24]([Cl:26])[CH:25]=2)[C:8]3=[O:28])=[CH:29][CH:30]=1, predict the reactants needed to synthesize it. (2) Given the product [F:20][C:11]1[CH:10]=[C:9]([CH2:8][CH2:7][CH2:6][OH:5])[CH:14]=[CH:13][C:12]=1[O:15][C:16]([F:18])([F:19])[F:17], predict the reactants needed to synthesize it. The reactants are: C([O:5][C:6](=O)[CH2:7][CH2:8][C:9]1[CH:14]=[CH:13][C:12]([O:15][C:16]([F:19])([F:18])[F:17])=[C:11]([F:20])[CH:10]=1)CCC.B.C1COCC1.CO.O. (3) Given the product [C:24]([O:23][C:22](=[O:28])[N:21]([CH2:20][CH2:19][N:18]([CH2:17][C:5]1[C:4]2[C:8](=[CH:9][CH:10]=[C:2]([C:31]3[CH2:36][CH2:35][CH2:34][CH2:33][CH:32]=3)[CH:3]=2)[N:7]([CH:11]2[CH2:16][CH2:15][CH2:14][CH2:13][O:12]2)[N:6]=1)[CH3:30])[CH3:29])([CH3:27])([CH3:26])[CH3:25], predict the reactants needed to synthesize it. The reactants are: I[C:2]1[CH:3]=[C:4]2[C:8](=[CH:9][CH:10]=1)[N:7]([CH:11]1[CH2:16][CH2:15][CH2:14][CH2:13][O:12]1)[N:6]=[C:5]2[CH2:17][N:18]([CH3:30])[CH2:19][CH2:20][N:21]([CH3:29])[C:22](=[O:28])[O:23][C:24]([CH3:27])([CH3:26])[CH3:25].[C:31]1(B2OC(C)(C)C(C)(C)O2)[CH2:36][CH2:35][CH2:34][CH2:33][CH:32]=1.C([O-])([O-])=O.[K+].[K+]. (4) Given the product [C:1](=[O:2])([O:11][C:12]1[CH:13]=[CH:14][C:15]([N+:18]([O-:20])=[O:19])=[CH:16][CH:17]=1)[O:39][CH2:38][C:35]1[CH:34]=[CH:33][C:32]([Br:31])=[CH:37][N:36]=1, predict the reactants needed to synthesize it. The reactants are: [C:1](=O)([O:11][C:12]1[CH:17]=[CH:16][C:15]([N+:18]([O-:20])=[O:19])=[CH:14][CH:13]=1)[O:2]CC1C=CC=C(Br)C=1.BrC1C=C(CO)C=CC=1.[Br:31][C:32]1[CH:33]=[CH:34][C:35]([CH2:38][OH:39])=[N:36][CH:37]=1. (5) Given the product [CH2:1]([O:3][C:4](=[O:25])[CH2:5][N:6]([CH2:19][C:20]([O:22][CH2:23][CH3:24])=[O:21])[C:7]1[C:8]([CH3:18])=[CH:9][C:10]2[C:14]([CH:15]=1)=[N:13][N:12]([CH3:31])[C:11]=2[CH2:16][CH3:17])[CH3:2], predict the reactants needed to synthesize it. The reactants are: [CH2:1]([O:3][C:4](=[O:25])[CH2:5][N:6]([CH2:19][C:20]([O:22][CH2:23][CH3:24])=[O:21])[C:7]1[CH:15]=[C:14]2[C:10]([C:11]([CH2:16][CH3:17])=[N:12][NH:13]2)=[CH:9][C:8]=1[CH3:18])[CH3:2].F[B-](F)(F)F.[CH3:31][O+](C)C. (6) Given the product [CH3:14][CH:13]([C:9]1[C:8]([CH2:7][CH2:6][CH2:5][OH:4])=[CH:12][N:11]([C:17]2[CH:22]=[CH:21][C:20]([N+:23]([O-:25])=[O:24])=[CH:19][N:18]=2)[N:10]=1)[CH3:15], predict the reactants needed to synthesize it. The reactants are: COC[O:4][CH2:5][CH2:6][CH2:7][C:8]1[C:9]([CH:13]([CH3:15])[CH3:14])=[N:10][NH:11][CH:12]=1.Cl[C:17]1[CH:22]=[CH:21][C:20]([N+:23]([O-:25])=[O:24])=[CH:19][N:18]=1.[H-].[Na+].[H][H]. (7) Given the product [Cl:28][C:23]1[CH:22]=[C:21]([CH2:20][N:17]2[C:18]([CH3:19])=[C:14]([CH2:12][NH:11][C:5]3[CH:6]=[C:7]([CH2:9][OH:10])[CH:8]=[C:3]([CH2:2][OH:1])[CH:4]=3)[N:15]=[N:16]2)[CH:26]=[CH:25][C:24]=1[Cl:27], predict the reactants needed to synthesize it. The reactants are: [OH:1][CH2:2][C:3]1[CH:4]=[C:5]([NH:11][C:12]([C:14]2[N:15]=[N:16][N:17]([CH2:20][C:21]3[CH:26]=[CH:25][C:24]([Cl:27])=[C:23]([Cl:28])[CH:22]=3)[C:18]=2[CH3:19])=O)[CH:6]=[C:7]([CH2:9][OH:10])[CH:8]=1.